From a dataset of Catalyst prediction with 721,799 reactions and 888 catalyst types from USPTO. Predict which catalyst facilitates the given reaction. (1) Reactant: [F-].C([N+](CCCC)(CCCC)CCCC)CCC.[Si]([O:26][C@@H:27]([CH2:38][O:39][C@@H:40]([CH3:44])[CH2:41][O:42][CH3:43])[C:28]([NH:30][C:31]1[CH:36]=[N:35][C:34]([CH3:37])=[CH:33][N:32]=1)=[O:29])(C(C)(C)C)(C)C. Product: [OH:26][C@@H:27]([CH2:38][O:39][C@@H:40]([CH3:44])[CH2:41][O:42][CH3:43])[C:28]([NH:30][C:31]1[CH:36]=[N:35][C:34]([CH3:37])=[CH:33][N:32]=1)=[O:29]. The catalyst class is: 1. (2) Reactant: Cl[C:2]1[N:3]=[C:4]([S:25][CH3:26])[C:5]2[CH:10]=[CH:9][N:8]([C:11]3[CH:16]=[CH:15][C:14]([CH2:17][C:18]([O:20][C:21]([CH3:24])([CH3:23])[CH3:22])=[O:19])=[CH:13][CH:12]=3)[C:6]=2[N:7]=1.[F:27][C:28]1[CH:29]=[C:30](B(O)O)[CH:31]=[CH:32][C:33]=1[O:34][CH3:35].O1CCCC1.C([O-])([O-])=O.[K+].[K+]. Product: [F:27][C:28]1[CH:29]=[C:30]([C:2]2[N:3]=[C:4]([S:25][CH3:26])[C:5]3[CH:10]=[CH:9][N:8]([C:11]4[CH:16]=[CH:15][C:14]([CH2:17][C:18]([O:20][C:21]([CH3:24])([CH3:23])[CH3:22])=[O:19])=[CH:13][CH:12]=4)[C:6]=3[N:7]=2)[CH:31]=[CH:32][C:33]=1[O:34][CH3:35]. The catalyst class is: 189.